Dataset: Reaction yield outcomes from USPTO patents with 853,638 reactions. Task: Predict the reaction yield, written as a fraction of the theoretical maximum amount of product (1.0 means a 100% yield; for example, 0.34 means a 34% yield). (1) The reactants are [Cl:1][C:2]1[C:3]([CH3:9])=[C:4]([CH:6]=[CH:7][CH:8]=1)[NH2:5].Cl.Cl[CH2:12][CH2:13][NH:14][CH2:15][CH2:16]Cl.C([O-])([O-])=O.[Na+].[Na+]. The catalyst is C(O)CCC. The product is [Cl:1][C:2]1[C:3]([CH3:9])=[C:4]([N:5]2[CH2:16][CH2:15][NH:14][CH2:13][CH2:12]2)[CH:6]=[CH:7][CH:8]=1. The yield is 0.810. (2) The reactants are [Cl:1][C:2]1[CH:7]=[CH:6][C:5]([C:8]2([C:12]([N:14]3[CH2:19][CH2:18][CH2:17][CH:16]([CH2:20]OS(C)(=O)=O)[CH2:15]3)=[O:13])[CH2:11][CH2:10][CH2:9]2)=[CH:4][CH:3]=1.[F:26][C:27]1[CH:32]=[CH:31][CH:30]=[CH:29][C:28]=1[N:33]1[CH2:38][CH2:37][NH:36][CH2:35][CH2:34]1.C(=O)([O-])[O-].[Cs+].[Cs+]. No catalyst specified. The product is [Cl:1][C:2]1[CH:7]=[CH:6][C:5]([C:8]2([C:12]([N:14]3[CH2:19][CH2:18][CH2:17][CH:16]([CH2:20][N:36]4[CH2:35][CH2:34][N:33]([C:28]5[CH:29]=[CH:30][CH:31]=[CH:32][C:27]=5[F:26])[CH2:38][CH2:37]4)[CH2:15]3)=[O:13])[CH2:11][CH2:10][CH2:9]2)=[CH:4][CH:3]=1. The yield is 0.460. (3) The reactants are [CH3:1][O:2][C:3]1[CH:4]=[C:5]([OH:18])[CH:6]=[C:7]([B:9]2[O:13][C:12]([CH3:15])([CH3:14])[C:11]([CH3:17])([CH3:16])[O:10]2)[CH:8]=1.C(N(CC)CC)C.[CH3:26][S:27](Cl)(=[O:29])=[O:28]. The catalyst is ClCCl. The product is [CH3:26][S:27]([O:18][C:5]1[CH:6]=[C:7]([B:9]2[O:10][C:11]([CH3:17])([CH3:16])[C:12]([CH3:14])([CH3:15])[O:13]2)[CH:8]=[C:3]([O:2][CH3:1])[CH:4]=1)(=[O:29])=[O:28]. The yield is 0.320. (4) The reactants are OO.[Br:3][C:4]1[CH:5]=[CH:6][C:7]([NH2:12])=[N:8][C:9]=1[CH2:10][CH3:11].C(Cl)Cl.[OH-:16].[Na+].[OH:18]S(O)(=O)=O. No catalyst specified. The product is [Br:3][C:4]1[C:9]([CH2:10][CH3:11])=[N:8][C:7]([N+:12]([O-:18])=[O:16])=[CH:6][CH:5]=1. The yield is 0.710. (5) The reactants are [CH2:1]([Li])[CH2:2][CH2:3][CH3:4].[S:6]1C=C[N:8]=[C:7]1[C:11]1([OH:21])[CH2:20][CH2:19][C:14]2([O:18][CH2:17][CH2:16][O:15]2)[CH2:13][CH2:12]1.C(I)C.O. The yield is 0.710. The catalyst is C1COCC1.CCOC(C)=O. The product is [CH2:3]([C:2]1[S:6][C:7]([C:11]2([OH:21])[CH2:20][CH2:19][C:14]3([O:15][CH2:16][CH2:17][O:18]3)[CH2:13][CH2:12]2)=[N:8][CH:1]=1)[CH3:4]. (6) The reactants are [CH3:1][O:2][C:3]1[C:14]2[CH2:13][CH2:12][CH2:11][C:10]=2[N:9]2[C:5](=[N:6][C:7]([CH:15]=[O:16])=[CH:8]2)[N:4]=1.[Br-].[Mg+2].[Br-].[N+:20]([C:23]1[CH:41]=[CH:40][C:26]([CH2:27][O:28][C:29]([C:31]2[N:32]3[CH:35]([S:36][CH:37]=2)[CH:34]([Br:38])[C:33]3=[O:39])=[O:30])=[CH:25][CH:24]=1)([O-:22])=[O:21].[C:42](OC(=O)C)(=[O:44])[CH3:43]. The catalyst is C(OCC)(=O)C.C(N(CC)CC)C.C1COCC1.C(#N)C. The product is [N+:20]([C:23]1[CH:41]=[CH:40][C:26]([CH2:27][O:28][C:29]([C:31]2[N:32]3[CH:35]([S:36][CH:37]=2)[C:34]([CH:15]([O:16][C:42](=[O:44])[CH3:43])[C:7]2[N:6]=[C:5]4[N:9]([C:10]5[CH2:11][CH2:12][CH2:13][C:14]=5[C:3]([O:2][CH3:1])=[N:4]4)[CH:8]=2)([Br:38])[C:33]3=[O:39])=[O:30])=[CH:25][CH:24]=1)([O-:22])=[O:21]. The yield is 0.930.